From a dataset of Full USPTO retrosynthesis dataset with 1.9M reactions from patents (1976-2016). Predict the reactants needed to synthesize the given product. Given the product [NH2:21][C:7]1[NH:6][C:5]([C:1]([CH3:4])([CH3:3])[CH3:2])=[CH:9][C:8]=1[C:10]([N:12]1[CH2:17][CH2:16][NH:15][C:14](=[O:18])[C:13]1([CH3:19])[CH3:20])=[O:11], predict the reactants needed to synthesize it. The reactants are: [C:1]([C:5]1[NH:6][C:7]([N+:21]([O-])=O)=[C:8]([C:10]([N:12]2[CH2:17][CH2:16][NH:15][C:14](=[O:18])[C:13]2([CH3:20])[CH3:19])=[O:11])[CH:9]=1)([CH3:4])([CH3:3])[CH3:2].